From a dataset of Experimentally validated miRNA-target interactions with 360,000+ pairs, plus equal number of negative samples. Binary Classification. Given a miRNA mature sequence and a target amino acid sequence, predict their likelihood of interaction. (1) The miRNA is hsa-miR-30e-5p with sequence UGUAAACAUCCUUGACUGGAAG. The protein sequence of the target gene is MQCHRDLALSQALWGWQLSKQSGWAHPSLPHSPLPSTVHSCSWAPPHLQRHLPLATVSPGTTQLTQGPAGRTLGQTQASCPEPRPSMDAVDATMEKLRAQCLSRGASGIQGLARFFRQLDRDGSRSLDADEFRQGLAKLGLVLDQAEAEGVCRKWDRNGSGTLDLEEFLRALRPPMSQAREAVIAAAFAKLDRSGDGVVTVDDLRGVYSGRAHPKVRSGEWTEDEVLRRFLDNFDSSEKDGQVTLAEFQDYYSGVSASMNTDEEFVAMMTSAWQL. Result: 0 (no interaction). (2) The miRNA is hsa-miR-570-3p with sequence CGAAAACAGCAAUUACCUUUGC. The protein sequence of the target gene is MVEADHPGKLFIGGLNRETNEKMLKAVFGKHGPISEVLLIKDRTSKSRGFAFITFENPADAKNAAKDMNGKSLHGKAIKVEQAKKPSFQSGGRRRPPASSRNRSPSGSLRSARGSRGGTRGWLPSQEGHLDDGGYTPDLKMSYSRGLIPVKRGPSSRSGGPPPKKSAPSAVARSNSWMGSQGPMSQRRENYGVPPRRATISSWRNDRMSTRHDGYATNDGNHPSCQETRDYAPPSRGYAYRDNGHSNRDEHSSRGYRNHRSSRETRDYAPPSRGHAYRDYGHSRRDESYSRGYRNRRSSR.... Result: 1 (interaction). (3) The miRNA is hsa-miR-6763-5p with sequence CUGGGGAGUGGCUGGGGAG. The protein sequence of the target gene is MISITEWQKIGVGITGFGIFFILFGTLLYFDSVLLAFGNLLFLTGLSLIIGLRKTFWFFFQRHKLKGTSFLLGGVVIVLLRWPLLGMFLETYGFFSLFKGFFPVAFGFLGNVCNIPFLGALFRRLQGTSSMV. Result: 0 (no interaction). (4) The miRNA is hsa-miR-6720-3p with sequence CGCGCCUGCAGGAACUGGUAGA. The protein sequence of the target gene is MPAGGRAGSLKDPDVAELFFKDDPEKLFSDLREIGHGSFGAVYFARDVRNSEVVAIKKMSYSGKQSNEKWQDIIKEVRFLQKLRHPNTIQYRGCYLREHTAWLVMEYCLGSASDLLEVHKKPLQEVEIAAVTHGALQGLAYLHSHNMIHRDVKAGNILLSEPGLVKLGDFGSASIMAPANSFVGTPYWMAPEVILAMDEGQYDGKVDVWSLGITCIELAERKPPLFNMNAMSALYHIAQNESPALQSGHWSEYFRNFVDSCLQKIPQDRPTSEVLLKHRFVLRERPPTVIMDLIQRTKDA.... Result: 0 (no interaction). (5) The protein sequence of the target gene is MVAPAARVFLRAVRAALTSTVPDLLCLLARGSPRGLASGRLPLAVHSAQHGPGSGAPWLRIARRALRFVLSKHWGDDCYLTNRLWQDLKPPSHVENGQELRLAPPVQWALQVQGNQLQTAVLCLRMAPPEPAGSRQRI. Result: 1 (interaction). The miRNA is hsa-miR-6769b-5p with sequence UGGUGGGUGGGGAGGAGAAGUGC. (6) The miRNA is cel-miR-795-5p with sequence UGAGGUAGAUUGAUCAGCGAGCUU. The protein sequence of the target gene is MWVLLRSGYPLRILLPLRGEWMGRRGLPRNLAPGPPRRRYRKETLQALDMPVLPVTATEIRQYLRGHGIPFQDGHSCLRALSPFAESSQLKGQTGVTTSFSLFIDKTTGHFLCMTSLAEGSWEDFQASVEGRGDGAREGFLLSKAPEFEDSEEVRRIWNRAIPLWELPDQEEVQLADTMFGLTKVTDDTLKRFSVRYLRPARSLVFPWFSPGGSGLRGLKLLEAKCQGDGVSYEETTIPRPSAYHNLFGLPLISRRDAEVVLTSRELDSLALNQSTGLPTLTLPRGTTCLPPALLPYLEQ.... Result: 0 (no interaction).